From a dataset of Full USPTO retrosynthesis dataset with 1.9M reactions from patents (1976-2016). Predict the reactants needed to synthesize the given product. (1) Given the product [ClH:1].[Cl:1][C:2]1[CH:3]=[C:4]([CH:9]([NH:11][C:12]2[CH:17]=[C:16]([N:18]3[CH2:23][CH2:22][NH:21][CH2:20][CH2:19]3)[CH:15]=[CH:14][C:13]=2[N+:24]([O-:26])=[O:25])[CH3:10])[CH:5]=[C:6]([Cl:8])[CH:7]=1, predict the reactants needed to synthesize it. The reactants are: [Cl:1][C:2]1[CH:3]=[C:4]([CH:9]([NH:11][C:12]2[CH:17]=[C:16]([N:18]3[CH2:23][CH2:22][NH:21][CH2:20][CH2:19]3)[CH:15]=[CH:14][C:13]=2[N+:24]([O-:26])=[O:25])[CH3:10])[CH:5]=[C:6]([Cl:8])[CH:7]=1.Cl. (2) Given the product [CH3:7][CH2:6][CH2:5][CH:4]([CH3:3])[CH3:11].[NH2:1][C:2]1[CH:7]=[C:6]([CH:5]=[C:4]([O:10][CH3:11])[CH:3]=1)[O:8][CH2:9][CH2:19][O:20][CH2:21][CH2:22][O:23][CH2:24][CH2:25][OH:26], predict the reactants needed to synthesize it. The reactants are: [NH2:1][C:2]1[CH:3]=[C:4]([OH:10])[CH:5]=[C:6]([O:8][CH3:9])[CH:7]=1.[C:11]([O-])([O-])=O.[Cs+].[Cs+].ClC[CH2:19][O:20][CH2:21][CH2:22][O:23][CH2:24][CH2:25][OH:26]. (3) Given the product [I-:16].[CH2:14]([N+:6]1[C:5]2[CH:7]=[CH:8][C:9]([N+:11]([O-:13])=[O:12])=[CH:10][C:4]=2[S:3][C:2]=1[CH3:1])[CH3:15], predict the reactants needed to synthesize it. The reactants are: [CH3:1][C:2]1[S:3][C:4]2[CH:10]=[C:9]([N+:11]([O-:13])=[O:12])[CH:8]=[CH:7][C:5]=2[N:6]=1.[CH2:14]([I:16])[CH3:15].C1C(Cl)=CC=C(Cl)C=1. (4) The reactants are: [C:1]([O:5][CH:6]([C:11]1[C:12]([CH:36]([CH3:38])[CH3:37])=[N:13][C:14]2[C:15]([CH3:35])([CH3:34])[CH2:16][N:17](C(=O)C(F)(F)F)[CH2:18][C:19]=2[C:20]=1[C:21]1[CH:26]=[CH:25][C:24]([F:27])=[CH:23][CH:22]=1)[C:7]([O:9]C)=[O:8])([CH3:4])([CH3:3])[CH3:2].[OH-].[Na+].CC#N.O. Given the product [C:1]([O:5][CH:6]([C:11]1[C:12]([CH:36]([CH3:38])[CH3:37])=[N:13][C:14]2[C:15]([CH3:35])([CH3:34])[CH2:16][NH:17][CH2:18][C:19]=2[C:20]=1[C:21]1[CH:22]=[CH:23][C:24]([F:27])=[CH:25][CH:26]=1)[C:7]([OH:9])=[O:8])([CH3:4])([CH3:3])[CH3:2], predict the reactants needed to synthesize it. (5) Given the product [CH3:47][C:25]1[CH:24]=[CH:23][C:22]([CH3:26])=[CH:21][C:20]=1[O:19][C:16]1[N:15]=[CH:14][C:13]([NH:12][C:10](=[O:11])[C@H:9]([NH:5][C:6](=[O:8])[O:7][C:31]([CH3:33])([CH3:32])[CH3:30])[CH3:29])=[CH:18][CH:17]=1, predict the reactants needed to synthesize it. The reactants are: CC([N:5]([C@H:9]([CH3:29])[C:10]([NH:12][C:13]1[CH:14]=[N:15][C:16]([O:19][C:20]2[CH:25]=[CH:24][CH:23]=[C:22]([CH:26](C)C)[CH:21]=2)=[CH:17][CH:18]=1)=[O:11])[C:6](=[O:8])[O-:7])(C)C.[CH3:30][CH:31]([C:33]1C=C(OC2N=CC(N)=CC=2)C=CC=1)[CH3:32].[CH3:47]C1C=CC(C)=CC=1OC1N=CC(N)=CC=1. (6) Given the product [Cl:17][C:8]1[C:7]2[N:6]=[C:4](/[C:3](=[N:18]/[OH:19])/[C:1]#[N:2])[N:13]([CH2:14][CH3:15])[C:12]=2[CH:11]=[C:10]([Cl:16])[N:9]=1, predict the reactants needed to synthesize it. The reactants are: [C:1]([CH2:3][C:4]([NH:6][C:7]1[C:8]([Cl:17])=[N:9][C:10]([Cl:16])=[CH:11][C:12]=1[NH:13][CH2:14][CH3:15])=O)#[N:2].[N:18]([O-])=[O:19].[Na+]. (7) Given the product [ClH:34].[CH3:1][O:2][C:3]1[CH:12]=[C:11]2[C:6](=[CH:5][CH:4]=1)[CH:7]=[C:8]([C:26]1[CH:31]=[CH:30][N:29]=[C:28]([NH:32][CH3:33])[N:27]=1)[CH:9]=[C:10]2[N:13]1[CH2:14][CH2:15][NH:16][CH2:17][CH2:18]1, predict the reactants needed to synthesize it. The reactants are: [CH3:1][O:2][C:3]1[CH:12]=[C:11]2[C:6]([CH:7]=[C:8]([C:26]3[CH:31]=[CH:30][N:29]=[C:28]([NH:32][CH3:33])[N:27]=3)[CH:9]=[C:10]2[N:13]2[CH2:18][CH2:17][N:16](C(OC(C)(C)C)=O)[CH2:15][CH2:14]2)=[CH:5][CH:4]=1.[ClH:34].